Dataset: Full USPTO retrosynthesis dataset with 1.9M reactions from patents (1976-2016). Task: Predict the reactants needed to synthesize the given product. (1) Given the product [CH:38]1([N:36]([CH3:37])[CH2:35]/[CH:34]=[CH:33]/[C:32]([N:29]2[CH2:30][CH2:31][C@@H:27]([N:8]3[C:4]4[N:5]=[CH:6][N:7]=[C:2]([NH2:1])[C:3]=4[C:10]([C:11]4[CH:12]=[CH:13][C:14]([O:17][C:18]5[CH:23]=[CH:22][CH:21]=[CH:20][CH:19]=5)=[CH:15][CH:16]=4)=[C:9]3[NH2:24])[CH2:28]2)=[O:41])[CH2:40][CH2:39]1, predict the reactants needed to synthesize it. The reactants are: [NH2:1][C:2]1[C:3]2[C:10]([C:11]3[CH:16]=[CH:15][C:14]([O:17][C:18]4[CH:23]=[CH:22][CH:21]=[CH:20][CH:19]=4)=[CH:13][CH:12]=3)=[C:9]([N+:24]([O-])=O)[N:8]([C@@H:27]3[CH2:31][CH2:30][N:29]([C:32](=[O:41])/[CH:33]=[CH:34]/[CH2:35][N:36]([CH:38]4[CH2:40][CH2:39]4)[CH3:37])[CH2:28]3)[C:4]=2[N:5]=[CH:6][N:7]=1.[NH4+].[Cl-].C(#N)C. (2) Given the product [Cl:23][CH2:10][C:7]1[CH:6]=[CH:5][C:4]([O:3][CH2:1][CH3:2])=[N:9][CH:8]=1, predict the reactants needed to synthesize it. The reactants are: [CH2:1]([O:3][C:4]1[N:9]=[CH:8][C:7]([CH2:10]O)=[CH:6][CH:5]=1)[CH3:2].C(N(CC)CC)C.CS([Cl:23])(=O)=O.